This data is from Reaction yield outcomes from USPTO patents with 853,638 reactions. The task is: Predict the reaction yield, written as a fraction of the theoretical maximum amount of product (1.0 means a 100% yield; for example, 0.34 means a 34% yield). The reactants are [F:1][C:2]1[CH:10]=[CH:9][CH:8]=[C:7]([F:11])[C:3]=1[C:4](Cl)=[O:5].[CH3:12][O:13][C:14]1[CH:22]=[C:21]2[C:17]([CH2:18][CH2:19][CH2:20]2)=[CH:16][C:15]=1[C:23]1[N:24]=[CH:25][C:26]([NH2:29])=[N:27][CH:28]=1.CCN(C(C)C)C(C)C. The catalyst is ClCCl.O1CCCC1.CO.[OH-].[Na+]. The product is [F:1][C:2]1[CH:10]=[CH:9][CH:8]=[C:7]([F:11])[C:3]=1[C:4]([NH:29][C:26]1[CH:25]=[N:24][C:23]([C:15]2[CH:16]=[C:17]3[C:21](=[CH:22][C:14]=2[O:13][CH3:12])[CH2:20][CH2:19][CH2:18]3)=[CH:28][N:27]=1)=[O:5]. The yield is 0.300.